This data is from Reaction yield outcomes from USPTO patents with 853,638 reactions. The task is: Predict the reaction yield, written as a fraction of the theoretical maximum amount of product (1.0 means a 100% yield; for example, 0.34 means a 34% yield). (1) The catalyst is C1(C)C=CC=CC=1.CC([O-])=O.CC([O-])=O.CC([O-])=O.CC([O-])=O.[Rh+2].[Rh+2]. The reactants are [CH2:1]([O:3][C:4](=[O:22])[C:5]([N:19]=[N+]=[N-])=[CH:6][C:7]1[C:16]([O:17][CH3:18])=[CH:15][C:14]2[CH2:13][CH2:12][CH2:11][CH2:10][C:9]=2[CH:8]=1)[CH3:2]. The product is [C:4]([C:5]1[NH:19][C:8]2[C:7]([CH:6]=1)=[C:16]([O:17][CH3:18])[CH:15]=[C:14]1[CH2:13][CH2:12][CH2:11][CH2:10][C:9]=21)([O:3][CH2:1][CH3:2])=[O:22]. The yield is 0.830. (2) The reactants are Br[C:2]1[CH:3]=[CH:4][C:5]2[O:10][CH2:9][CH2:8][N:7]([C:11]3[S:12][C:13]4[CH2:14]C(C)(C)N[C:17](=O)[C:18]=4[N:19]=3)[C:6]=2[CH:23]=1.CC1(C)C(C)(C)OB([C:32]2[CH:33]=[N:34][N:35]([CH2:37][CH2:38][N:39]3[CH2:44][CH2:43][O:42][CH2:41][CH2:40]3)[CH:36]=2)O1.C([O-])([O-])=O.[K+].[K+].[OH2:52]. The catalyst is [Br-].C([N+](CCCC)(CCCC)CCCC)CCC.C1COCC1.CCOC(C)=O.C1C=CC([P]([Pd]([P](C2C=CC=CC=2)(C2C=CC=CC=2)C2C=CC=CC=2)([P](C2C=CC=CC=2)(C2C=CC=CC=2)C2C=CC=CC=2)[P](C2C=CC=CC=2)(C2C=CC=CC=2)C2C=CC=CC=2)(C2C=CC=CC=2)C2C=CC=CC=2)=CC=1. The product is [CH3:5][C:6]1([CH3:23])[NH:7][C:14](=[O:52])[C:13]2[S:12][C:11]([N:7]3[C:6]4[CH:23]=[C:2]([C:32]5[CH:33]=[N:34][N:35]([CH2:37][CH2:38][N:39]6[CH2:40][CH2:41][O:42][CH2:43][CH2:44]6)[CH:36]=5)[CH:3]=[CH:4][C:5]=4[O:10][CH2:9][CH2:8]3)=[N:19][C:18]=2[CH2:17]1. The yield is 0.410. (3) The product is [F:18][C:19]1[CH:27]=[CH:26][C:22]([C:23]([N:9]([C:6]2[CH:5]=[CH:4][C:3]([O:2][CH3:1])=[CH:8][CH:7]=2)[C:10]2[CH:15]=[CH:14][C:13]([O:16][CH3:17])=[CH:12][CH:11]=2)=[O:24])=[C:21]([C:28]([F:29])([F:30])[F:31])[CH:20]=1. The reactants are [CH3:1][O:2][C:3]1[CH:8]=[CH:7][C:6]([NH:9][C:10]2[CH:15]=[CH:14][C:13]([O:16][CH3:17])=[CH:12][CH:11]=2)=[CH:5][CH:4]=1.[F:18][C:19]1[CH:27]=[CH:26][C:22]([C:23](Cl)=[O:24])=[C:21]([C:28]([F:31])([F:30])[F:29])[CH:20]=1.N1C=CC=CC=1. The yield is 0.842. The catalyst is C1COCC1.